Dataset: Catalyst prediction with 721,799 reactions and 888 catalyst types from USPTO. Task: Predict which catalyst facilitates the given reaction. (1) Reactant: [NH:1]1[C:5]2[CH:6]=[CH:7][CH:8]=[C:9]([C:10](=O)[CH3:11])[C:4]=2[N:3]=[CH:2]1.[CH3:13][NH2:14].Cl.O1CCOCC1.[BH4-].[Na+]. Product: [NH:1]1[C:5]2[CH:6]=[CH:7][CH:8]=[C:9]([CH:10]([NH:14][CH3:13])[CH3:11])[C:4]=2[N:3]=[CH:2]1. The catalyst class is: 5. (2) Reactant: [Br:1][C:2]1[NH:6][CH:5]=[C:4]([CH2:7][N:8]([CH3:16])[C:9](=[O:15])[O:10][C:11]([CH3:14])([CH3:13])[CH3:12])[CH:3]=1.[H-].[Na+].C1OCCOCCOCCOCCOC1.Cl.[N:35]1[CH:40]=[CH:39][CH:38]=[C:37]([S:41](Cl)(=[O:43])=[O:42])[CH:36]=1. Product: [Br:1][C:2]1[N:6]([S:41]([C:37]2[CH:36]=[N:35][CH:40]=[CH:39][CH:38]=2)(=[O:43])=[O:42])[CH:5]=[C:4]([CH2:7][N:8]([CH3:16])[C:9](=[O:15])[O:10][C:11]([CH3:12])([CH3:13])[CH3:14])[CH:3]=1. The catalyst class is: 782. (3) Reactant: C([O-])([O-])=O.[Na+].[Na+].Cl[C:8]1[C:9]2[C@H:16]([CH3:17])[CH2:15][CH2:14][C:10]=2[N:11]=[CH:12][N:13]=1.[CH3:18][O:19][C:20]([C:22]1[CH:27]=[CH:26][C:25](B(O)O)=[CH:24][CH:23]=1)=[O:21].O. Product: [CH3:17][C@H:16]1[C:9]2[C:8]([C:25]3[CH:26]=[CH:27][C:22]([C:20]([O:19][CH3:18])=[O:21])=[CH:23][CH:24]=3)=[N:13][CH:12]=[N:11][C:10]=2[CH2:14][CH2:15]1. The catalyst class is: 75. (4) Reactant: [OH:1][CH2:2][C:3]1[CH:10]=[CH:9][C:6]([C:7]#[N:8])=[C:5]([C:11]2[C:20]3[C:15](=[CH:16][CH:17]=[CH:18][CH:19]=3)[CH:14]=[CH:13][C:12]=2[CH3:21])[CH:4]=1.CC(OI1(OC(C)=O)(OC(C)=O)OC(=O)C2C=CC=CC1=2)=O. Product: [CH:2]([C:3]1[CH:10]=[CH:9][C:6]([C:7]#[N:8])=[C:5]([C:11]2[C:20]3[C:15](=[CH:16][CH:17]=[CH:18][CH:19]=3)[CH:14]=[CH:13][C:12]=2[CH3:21])[CH:4]=1)=[O:1]. The catalyst class is: 4. (5) Reactant: [CH3:1][O:2][C:3]1[CH:12]=[C:11]2[C:6]([C:7]([O:13][C:14]3[CH:19]=[CH:18][C:17]([NH:20][C:21]([NH:23][C:24]4[S:25][CH:26]=[CH:27][N:28]=4)=[O:22])=[CH:16][CH:15]=3)=[CH:8][CH:9]=[N:10]2)=[CH:5][C:4]=1[C:29]([OH:31])=[O:30].Cl.C(N=C=NCCCN(C)C)C.O.ON1C2C=CC=CC=2N=N1.C(N(CC)CC)C.[CH3:62][O:63][CH2:64][CH2:65]N. Product: [CH3:1][O:2][C:3]1[CH:12]=[C:11]2[C:6]([C:7]([O:13][C:14]3[CH:15]=[CH:16][C:17]([NH:20][C:21]([NH:23][C:24]4[S:25][CH:26]=[CH:27][N:28]=4)=[O:22])=[CH:18][CH:19]=3)=[CH:8][CH:9]=[N:10]2)=[CH:5][C:4]=1[C:29]([O:31][CH2:65][CH2:64][O:63][CH3:62])=[O:30]. The catalyst class is: 255. (6) Reactant: Cl[C:2]1[N:7]=[N:6][C:5]([N:8]([CH2:16][C:17]2([C:21]3[C:26]([F:27])=[CH:25][CH:24]=[CH:23][N:22]=3)[CH2:20][CH2:19][CH2:18]2)[C:9](=[O:15])[O:10][C:11]([CH3:14])([CH3:13])[CH3:12])=[CH:4][CH:3]=1.[C:28]([C:30]1[S:34][C:33](B(O)O)=[CH:32][CH:31]=1)#[N:29].C([O-])([O-])=O.[K+].[K+]. Product: [C:28]([C:30]1[S:34][C:33]([C:2]2[N:7]=[N:6][C:5]([N:8]([CH2:16][C:17]3([C:21]4[C:26]([F:27])=[CH:25][CH:24]=[CH:23][N:22]=4)[CH2:18][CH2:19][CH2:20]3)[C:9](=[O:15])[O:10][C:11]([CH3:12])([CH3:14])[CH3:13])=[CH:4][CH:3]=2)=[CH:32][CH:31]=1)#[N:29]. The catalyst class is: 294. (7) Reactant: [C:1]([OH:7])(=[O:6])[CH:2]=[CH:3][CH2:4]C. Product: [CH2:1]=[CH:2][CH2:3][CH3:4].[C:1](=[O:7])=[O:6].[CH:1](=[O:6])[CH2:2][CH3:3]. The catalyst class is: 51. (8) Reactant: [N:1]1[CH:2]=[CH:3][N:4]2[CH:9]=[CH:8][CH:7]=[C:6]([C:10]3[CH:33]=[CH:32][C:13]([O:14][C:15]4[N:19](COCC[Si](C)(C)C)[C:18]5[CH:28]=[CH:29][CH:30]=[CH:31][C:17]=5[N:16]=4)=[CH:12][CH:11]=3)[C:5]=12.C(OCC)(=O)C.Cl. Product: [N:1]1[CH:2]=[CH:3][N:4]2[CH:9]=[CH:8][CH:7]=[C:6]([C:10]3[CH:33]=[CH:32][C:13]([O:14][C:15]4[NH:19][C:18]5[CH:28]=[CH:29][CH:30]=[CH:31][C:17]=5[N:16]=4)=[CH:12][CH:11]=3)[C:5]=12. The catalyst class is: 5. (9) Reactant: [C:1]1([C:16]2[CH:21]=[CH:20][CH:19]=[CH:18][CH:17]=2)[CH:6]=[CH:5][CH:4]=[C:3]([N:7]2[CH:12]=[C:11]([OH:13])[C:10](=[O:14])[CH:9]=[C:8]2[CH3:15])[CH:2]=1.[C:22]([O-:25])([O-])=O.[K+].[K+].O. Product: [C:1]1([C:16]2[CH:21]=[CH:20][CH:19]=[CH:18][CH:17]=2)[CH:6]=[CH:5][CH:4]=[C:3]([N:7]2[CH:12]=[C:11]([O:13][CH2:16][C:1]3[CH:6]=[CH:5][C:4]([O:25][CH3:22])=[CH:3][CH:2]=3)[C:10](=[O:14])[CH:9]=[C:8]2[CH3:15])[CH:2]=1. The catalyst class is: 3.